This data is from Forward reaction prediction with 1.9M reactions from USPTO patents (1976-2016). The task is: Predict the product of the given reaction. (1) Given the reactants [C:1]([O:4][C:5]1[C:10]2[O:11][C:12]([CH3:15])([CH3:14])[CH2:13][C:9]=2[CH:8]=[C:7]([N+:16]([O-])=O)[CH:6]=1)(=[O:3])[CH3:2], predict the reaction product. The product is: [C:1]([O:4][C:5]1[C:10]2[O:11][C:12]([CH3:15])([CH3:14])[CH2:13][C:9]=2[CH:8]=[C:7]([NH2:16])[CH:6]=1)(=[O:3])[CH3:2]. (2) Given the reactants [NH:1]1[CH:5]=[C:4]([B:6]2[O:14][C:11]([CH3:13])([CH3:12])[C:8]([CH3:10])([CH3:9])[O:7]2)[CH:3]=[N:2]1.C(=O)([O-])[O-].[Cs+].[Cs+].Br[CH2:22][CH2:23][O:24][CH:25]1[CH2:30][CH2:29][CH2:28][CH2:27][O:26]1, predict the reaction product. The product is: [O:26]1[CH2:27][CH2:28][CH2:29][CH2:30][CH:25]1[O:24][CH2:23][CH2:22][N:2]1[CH:3]=[C:4]([B:6]2[O:7][C:8]([CH3:9])([CH3:10])[C:11]([CH3:13])([CH3:12])[O:14]2)[CH:5]=[N:1]1. (3) Given the reactants Cl.[Cl:2][C:3]1[CH:8]=[C:7]([CH2:9]Cl)[C:6]([CH2:11]Cl)=[CH:5][N:4]=1.[CH3:13][O:14][C:15]1[CH:20]=[C:19]([O:21][CH3:22])[CH:18]=[CH:17][C:16]=1[CH2:23][NH2:24].CCN(C(C)C)C(C)C, predict the reaction product. The product is: [Cl:2][C:3]1[N:4]=[CH:5][C:6]2[CH2:11][N:24]([CH2:23][C:16]3[CH:17]=[CH:18][C:19]([O:21][CH3:22])=[CH:20][C:15]=3[O:14][CH3:13])[CH2:9][C:7]=2[CH:8]=1. (4) Given the reactants [NH2:1][CH2:2][C:3]1[O:7][C:6]([C:8]2[CH:13]=[CH:12][C:11]([C:14]3[C:19]([CH3:20])=[CH:18][CH:17]=[C:16]([C:21]([NH:23][CH:24]4[CH2:26][CH2:25]4)=[O:22])[CH:15]=3)=[CH:10][CH:9]=2)=[N:5][N:4]=1.C1C=CC2N(O)N=NC=2C=1.[CH3:37][C:38]1[CH:42]=[C:41]([CH2:43][C:44](O)=[O:45])[O:40][N:39]=1.CCN(C(C)C)C(C)C, predict the reaction product. The product is: [CH:24]1([NH:23][C:21]([C:16]2[CH:15]=[C:14]([C:11]3[CH:10]=[CH:9][C:8]([C:6]4[O:7][C:3]([CH2:2][NH:1][C:44](=[O:45])[CH2:43][C:41]5[O:40][N:39]=[C:38]([CH3:37])[CH:42]=5)=[N:4][N:5]=4)=[CH:13][CH:12]=3)[C:19]([CH3:20])=[CH:18][CH:17]=2)=[O:22])[CH2:26][CH2:25]1. (5) Given the reactants [CH3:1][N:2]1[CH2:6][CH2:5][C@@H:4]([C:7]2[C:12]([O:13][CH3:14])=[CH:11][C:10]([O:15][CH3:16])=[CH:9][C:8]=2[O:17]C)[C@@H:3]1[CH2:19][OH:20].[C:21](OC(=O)C)(=[O:23])[CH3:22].B(F)(F)F.CCOCC.C([O-])([O-])=O.[Na+].[Na+], predict the reaction product. The product is: [OH:17][C:8]1[C:7]([C@@H:4]2[CH2:5][CH2:6][N:2]([CH3:1])[C@H:3]2[CH2:19][OH:20])=[C:12]([O:13][CH3:14])[CH:11]=[C:10]([O:15][CH3:16])[C:9]=1[C:21](=[O:23])[CH3:22]. (6) Given the reactants [H-].[Al+3].[Li+].[H-].[H-].[H-].[Cl-].[Al+3].[Cl-].[Cl-].[CH3:11][C:12]1[CH:13]=[C:14]([CH:18]([C:20]2[CH:25]=[CH:24][C:23]([C:26]#[N:27])=[CH:22][CH:21]=2)O)[S:15][C:16]=1[CH3:17].N, predict the reaction product. The product is: [CH3:11][C:12]1[CH:13]=[C:14]([CH2:18][C:20]2[CH:25]=[CH:24][C:23]([CH2:26][NH2:27])=[CH:22][CH:21]=2)[S:15][C:16]=1[CH3:17]. (7) Given the reactants [CH3:1][O:2][C:3]([C:5]1[CH:10]=[CH:9][C:8]([C:11](=O)[CH2:12][CH2:13][C:14]([C:16]2[CH:21]=[CH:20][C:19]([O:22][CH2:23][CH2:24][CH2:25][CH2:26][CH3:27])=[CH:18][CH:17]=2)=O)=[CH:7][CH:6]=1)=[O:4].P12(SP3(SP(SP(S3)(S1)=S)(=S)S2)=S)=[S:30].O, predict the reaction product. The product is: [CH2:23]([O:22][C:19]1[CH:20]=[CH:21][C:16]([C:14]2[S:30][C:11]([C:8]3[CH:9]=[CH:10][C:5]([C:3]([O:2][CH3:1])=[O:4])=[CH:6][CH:7]=3)=[CH:12][CH:13]=2)=[CH:17][CH:18]=1)[CH2:24][CH2:25][CH2:26][CH3:27]. (8) Given the reactants [CH3:1][C:2]1[CH:30]=[CH:29][CH:28]=[C:27]([CH3:31])[C:3]=1[C:4]([O:6][C:7]1[CH:12]=[CH:11][CH:10]=[C:9]([C:13](=[O:26])[CH2:14][CH2:15][C:16]([O:18]CC2C=CC=CC=2)=[O:17])[CH:8]=1)=[O:5], predict the reaction product. The product is: [CH3:31][C:27]1[CH:28]=[CH:29][CH:30]=[C:2]([CH3:1])[C:3]=1[C:4]([O:6][C:7]1[CH:8]=[C:9]([C:13](=[O:26])[CH2:14][CH2:15][C:16]([OH:18])=[O:17])[CH:10]=[CH:11][CH:12]=1)=[O:5].